From a dataset of Forward reaction prediction with 1.9M reactions from USPTO patents (1976-2016). Predict the product of the given reaction. Given the reactants [N+](C1C=CC(S([O-])(=O)=O)=CC=1)([O-])=[O:2].[CH3:14][O:15][C:16]1[CH:25]=[C:24]2[C:19]([CH:20]=[CH:21][CH:22]=[C:23]2[CH2:26][CH2:27][N+:28]23CN4CN(CN(C4)C2)C3)=[CH:18][CH:17]=1.Cl, predict the reaction product. The product is: [C:16](=[O:15])=[O:2].[CH3:14][O:15][C:16]1[CH:25]=[C:24]2[C:19]([CH:20]=[CH:21][CH:22]=[C:23]2[CH2:26][CH2:27][NH2:28])=[CH:18][CH:17]=1.